This data is from Peptide-MHC class I binding affinity with 185,985 pairs from IEDB/IMGT. The task is: Regression. Given a peptide amino acid sequence and an MHC pseudo amino acid sequence, predict their binding affinity value. This is MHC class I binding data. (1) The MHC is HLA-A02:06 with pseudo-sequence HLA-A02:06. The binding affinity (normalized) is 0.568. The peptide sequence is RNHLRDLMGV. (2) The peptide sequence is KCDICTDEY. The MHC is HLA-A69:01 with pseudo-sequence HLA-A69:01. The binding affinity (normalized) is 0.0847. (3) The binding affinity (normalized) is 0.303. The peptide sequence is MHFRGGCIHS. The MHC is Mamu-A07 with pseudo-sequence Mamu-A07. (4) The peptide sequence is TLKPGTMSV. The MHC is HLA-A29:02 with pseudo-sequence HLA-A29:02. The binding affinity (normalized) is 0.0847.